Dataset: NCI-60 drug combinations with 297,098 pairs across 59 cell lines. Task: Regression. Given two drug SMILES strings and cell line genomic features, predict the synergy score measuring deviation from expected non-interaction effect. (1) Drug 1: CS(=O)(=O)C1=CC(=C(C=C1)C(=O)NC2=CC(=C(C=C2)Cl)C3=CC=CC=N3)Cl. Drug 2: CCCCCOC(=O)NC1=NC(=O)N(C=C1F)C2C(C(C(O2)C)O)O. Cell line: UO-31. Synergy scores: CSS=9.14, Synergy_ZIP=-10.7, Synergy_Bliss=-14.0, Synergy_Loewe=-12.2, Synergy_HSA=-12.1. (2) Drug 1: CCCCCOC(=O)NC1=NC(=O)N(C=C1F)C2C(C(C(O2)C)O)O. Drug 2: CCC1=C2CN3C(=CC4=C(C3=O)COC(=O)C4(CC)O)C2=NC5=C1C=C(C=C5)O. Cell line: CCRF-CEM. Synergy scores: CSS=58.4, Synergy_ZIP=2.22, Synergy_Bliss=-2.80, Synergy_Loewe=-60.0, Synergy_HSA=-7.92. (3) Drug 1: CS(=O)(=O)C1=CC(=C(C=C1)C(=O)NC2=CC(=C(C=C2)Cl)C3=CC=CC=N3)Cl. Drug 2: CCC1(CC2CC(C3=C(CCN(C2)C1)C4=CC=CC=C4N3)(C5=C(C=C6C(=C5)C78CCN9C7C(C=CC9)(C(C(C8N6C)(C(=O)OC)O)OC(=O)C)CC)OC)C(=O)OC)O.OS(=O)(=O)O. Cell line: A498. Synergy scores: CSS=50.1, Synergy_ZIP=14.0, Synergy_Bliss=15.9, Synergy_Loewe=-15.0, Synergy_HSA=16.5. (4) Drug 1: CCC1(CC2CC(C3=C(CCN(C2)C1)C4=CC=CC=C4N3)(C5=C(C=C6C(=C5)C78CCN9C7C(C=CC9)(C(C(C8N6C)(C(=O)OC)O)OC(=O)C)CC)OC)C(=O)OC)O.OS(=O)(=O)O. Drug 2: CC(C)(C#N)C1=CC(=CC(=C1)CN2C=NC=N2)C(C)(C)C#N. Cell line: U251. Synergy scores: CSS=0.816, Synergy_ZIP=1.94, Synergy_Bliss=3.94, Synergy_Loewe=0.0731, Synergy_HSA=0.221. (5) Drug 1: CS(=O)(=O)CCNCC1=CC=C(O1)C2=CC3=C(C=C2)N=CN=C3NC4=CC(=C(C=C4)OCC5=CC(=CC=C5)F)Cl. Drug 2: CC1CCCC2(C(O2)CC(NC(=O)CC(C(C(=O)C(C1O)C)(C)C)O)C(=CC3=CSC(=N3)C)C)C. Cell line: MOLT-4. Synergy scores: CSS=60.7, Synergy_ZIP=12.0, Synergy_Bliss=12.9, Synergy_Loewe=-42.3, Synergy_HSA=1.21. (6) Synergy scores: CSS=41.1, Synergy_ZIP=-2.49, Synergy_Bliss=-5.09, Synergy_Loewe=-30.3, Synergy_HSA=-0.953. Drug 1: CCCCCOC(=O)NC1=NC(=O)N(C=C1F)C2C(C(C(O2)C)O)O. Drug 2: CC1=C(N=C(N=C1N)C(CC(=O)N)NCC(C(=O)N)N)C(=O)NC(C(C2=CN=CN2)OC3C(C(C(C(O3)CO)O)O)OC4C(C(C(C(O4)CO)O)OC(=O)N)O)C(=O)NC(C)C(C(C)C(=O)NC(C(C)O)C(=O)NCCC5=NC(=CS5)C6=NC(=CS6)C(=O)NCCC[S+](C)C)O. Cell line: CAKI-1. (7) Drug 2: C1=NNC2=C1C(=O)NC=N2. Synergy scores: CSS=10.7, Synergy_ZIP=-7.00, Synergy_Bliss=-3.28, Synergy_Loewe=-5.59, Synergy_HSA=-1.12. Drug 1: C1CCN(CC1)CCOC2=CC=C(C=C2)C(=O)C3=C(SC4=C3C=CC(=C4)O)C5=CC=C(C=C5)O. Cell line: MCF7.